Predict the product of the given reaction. From a dataset of Forward reaction prediction with 1.9M reactions from USPTO patents (1976-2016). Given the reactants [CH3:1][O:2][C:3]1[CH:4]=[C:5]([N:9]([C:16]2[CH:21]=[CH:20][CH:19]=[CH:18][CH:17]=2)[CH2:10][CH2:11][NH:12][C:13](=[O:15])[CH3:14])[CH:6]=[CH:7][CH:8]=1.[H-].[Na+].I[CH3:25], predict the reaction product. The product is: [CH3:25][N:12]([CH2:11][CH2:10][N:9]([C:5]1[CH:6]=[CH:7][CH:8]=[C:3]([O:2][CH3:1])[CH:4]=1)[C:16]1[CH:21]=[CH:20][CH:19]=[CH:18][CH:17]=1)[C:13](=[O:15])[CH3:14].